This data is from Catalyst prediction with 721,799 reactions and 888 catalyst types from USPTO. The task is: Predict which catalyst facilitates the given reaction. (1) Reactant: C(OC([N:8]1[CH2:14][CH2:13][CH2:12][N:11]([C:15]2[N:20]=[C:19]3[NH:21][C:22]([C:24]([C:26]4[CH:31]=[CH:30][N:29]=[C:28]([C:32]5[C:41]6[C:36](=[CH:37][CH:38]=[CH:39][CH:40]=6)[CH:35]=[N:34][CH:33]=5)[CH:27]=4)=[O:25])=[N:23][C:18]3=[CH:17][CH:16]=2)[CH2:10][CH2:9]1)=O)(C)(C)C.Cl. Product: [N:11]1([C:15]2[N:20]=[C:19]3[NH:21][C:22]([C:24]([C:26]4[CH:31]=[CH:30][N:29]=[C:28]([C:32]5[C:41]6[C:36](=[CH:37][CH:38]=[CH:39][CH:40]=6)[CH:35]=[N:34][CH:33]=5)[CH:27]=4)=[O:25])=[N:23][C:18]3=[CH:17][CH:16]=2)[CH2:12][CH2:13][CH2:14][NH:8][CH2:9][CH2:10]1. The catalyst class is: 28. (2) Reactant: [C:1]([O:5][C:6]([NH:8][C@H:9]([C:19]([OH:21])=O)[CH2:10][C:11]1[CH:16]=[CH:15][C:14]([O:17][CH3:18])=[CH:13][CH:12]=1)=[O:7])([CH3:4])([CH3:3])[CH3:2].[CH2:22]([NH:29][CH2:30][C:31]([O:33][CH2:34][CH3:35])=[O:32])[C:23]1[CH:28]=[CH:27][CH:26]=[CH:25][CH:24]=1.Cl.C(N=C=NCCCN(C)C)C.ON1C2C=CC=CC=2N=N1. Product: [C:1]([O:5][C:6]([NH:8][C@H:9]([C:19]([N:29]([CH2:22][C:23]1[CH:24]=[CH:25][CH:26]=[CH:27][CH:28]=1)[CH2:30][C:31]([O:33][CH2:34][CH3:35])=[O:32])=[O:21])[CH2:10][C:11]1[CH:12]=[CH:13][C:14]([O:17][CH3:18])=[CH:15][CH:16]=1)=[O:7])([CH3:2])([CH3:3])[CH3:4]. The catalyst class is: 136. (3) Reactant: Cl.[CH2:2]([C:4]1[S:24][C:7]2[N:8]=[C:9]([S:18][CH2:19][C:20]([O:22][CH3:23])=[O:21])[N:10]=[C:11]([N:12]3[CH2:17][CH2:16][NH:15][CH2:14][CH2:13]3)[C:6]=2[CH:5]=1)[CH3:3].C(N(C(C)C)CC)(C)C.[CH:34]1[C:43]2[C:38](=[CH:39][CH:40]=[CH:41][CH:42]=2)[CH:37]=[CH:36][C:35]=1[C:44](Cl)=[O:45]. Product: [CH2:2]([C:4]1[S:24][C:7]2[N:8]=[C:9]([S:18][CH2:19][C:20]([O:22][CH3:23])=[O:21])[N:10]=[C:11]([N:12]3[CH2:17][CH2:16][N:15]([C:44]([C:35]4[CH:36]=[CH:37][C:38]5[C:43](=[CH:42][CH:41]=[CH:40][CH:39]=5)[CH:34]=4)=[O:45])[CH2:14][CH2:13]3)[C:6]=2[CH:5]=1)[CH3:3]. The catalyst class is: 3. (4) Reactant: [Cl:1][C:2]1[CH:3]=[C:4]([CH:8]2[C:13]([C:14]([O:16][CH2:17][CH3:18])=[O:15])=[C:12]([CH3:19])[NH:11][C:10]3[N:20]([CH2:23][CH3:24])[N:21]=[CH:22][C:9]2=3)[CH:5]=[CH:6][CH:7]=1.ClC1C(=O)C(C#N)=C(C#N)C(=O)C=1Cl.C([O-])(O)=O.[Na+]. Product: [Cl:1][C:2]1[CH:3]=[C:4]([C:8]2[C:13]([C:14]([O:16][CH2:17][CH3:18])=[O:15])=[C:12]([CH3:19])[N:11]=[C:10]3[N:20]([CH2:23][CH3:24])[N:21]=[CH:22][C:9]=23)[CH:5]=[CH:6][CH:7]=1. The catalyst class is: 1. (5) Reactant: [CH2:1]([O:5][C:6]1[CH:7]=[C:8](B2OC(C)(C)C(C)(C)O2)[CH:9]=[CH:10][CH:11]=1)[CH2:2][CH2:3][CH3:4].Br[C:22]1[CH:23]=[CH:24][C:25]([O:44][CH2:45][CH3:46])=[C:26]([CH:43]=1)[C:27]([NH:29][C@@H:30]([CH2:41][OH:42])[CH2:31][C:32]1[C:40]2[C:35](=[CH:36][CH:37]=[CH:38][CH:39]=2)[NH:34][CH:33]=1)=[O:28].C(=O)([O-])[O-].[K+].[K+]. Product: [OH:42][CH2:41][C@H:30]([NH:29][C:27]([C:26]1[CH:43]=[C:22]([C:8]2[CH:9]=[CH:10][CH:11]=[C:6]([O:5][CH2:1][CH2:2][CH2:3][CH3:4])[CH:7]=2)[CH:23]=[CH:24][C:25]=1[O:44][CH2:45][CH3:46])=[O:28])[CH2:31][C:32]1[C:40]2[C:35](=[CH:36][CH:37]=[CH:38][CH:39]=2)[NH:34][CH:33]=1. The catalyst class is: 18. (6) Reactant: [CH:1]1[C:10]2[C:5](=[CH:6][CH:7]=[CH:8][CH:9]=2)[CH:4]=[CH:3][C:2]=1[S:11](Cl)(=[O:13])=[O:12].[N:15]1([C:21]2[CH:22]=[CH:23][C:24]3[N:25]([C:27]([C:30]([F:33])([F:32])[F:31])=[N:28][N:29]=3)[N:26]=2)[CH2:20][CH2:19][NH:18][CH2:17][CH2:16]1. Product: [CH:1]1[C:10]2[C:5](=[CH:6][CH:7]=[CH:8][CH:9]=2)[CH:4]=[CH:3][C:2]=1[S:11]([N:18]1[CH2:17][CH2:16][N:15]([C:21]2[CH:22]=[CH:23][C:24]3[N:25]([C:27]([C:30]([F:31])([F:32])[F:33])=[N:28][N:29]=3)[N:26]=2)[CH2:20][CH2:19]1)(=[O:13])=[O:12]. The catalyst class is: 17. (7) Reactant: [NH2:1][C:2]1[CH:3]=[C:4]([CH:7]=[CH:8][C:9]=1[NH2:10])[C:5]#[N:6].[CH:11](O)=O.N. Product: [NH:10]1[C:9]2[CH:8]=[CH:7][C:4]([C:5]#[N:6])=[CH:3][C:2]=2[N:1]=[CH:11]1. The catalyst class is: 33.